Task: Predict the reactants needed to synthesize the given product.. Dataset: Full USPTO retrosynthesis dataset with 1.9M reactions from patents (1976-2016) (1) Given the product [N:17]([CH2:38][C:34]1[CH:35]=[CH:36][CH:37]=[C:32]([Br:31])[C:33]=1[O:40][CH3:41])=[N+:18]=[N-:19], predict the reactants needed to synthesize it. The reactants are: P([N:17]=[N+:18]=[N-:19])(=O)(OC1C=CC=CC=1)OC1C=CC=CC=1.N12CCCN=C1CCCCC2.[Br:31][C:32]1[C:33]([O:40][CH3:41])=[C:34]([CH2:38]O)[CH:35]=[CH:36][CH:37]=1. (2) Given the product [C:1]([O:5][C:6](=[O:18])[NH:7][C:8]1[CH:13]=[CH:12][C:11]([C:24]2[CH:23]=[CH:22][CH:21]=[C:20]([F:19])[C:25]=2[F:26])=[CH:10][C:9]=1[N+:15]([O-:17])=[O:16])([CH3:4])([CH3:3])[CH3:2], predict the reactants needed to synthesize it. The reactants are: [C:1]([O:5][C:6](=[O:18])[NH:7][C:8]1[CH:13]=[CH:12][C:11](I)=[CH:10][C:9]=1[N+:15]([O-:17])=[O:16])([CH3:4])([CH3:3])[CH3:2].[F:19][C:20]1[C:25]([F:26])=[CH:24][CH:23]=[CH:22][C:21]=1B(O)O. (3) Given the product [Cl:1][C:2]1[CH:3]=[C:4]([CH:8]2[O:52][C:50](=[O:35])[NH:47][CH:9]2[CH2:13][C:14]2[CH:19]=[CH:18][CH:17]=[C:16]([O:20][C:21]([F:25])([F:26])[CH:22]([F:23])[F:24])[CH:15]=2)[CH:5]=[CH:6][CH:7]=1, predict the reactants needed to synthesize it. The reactants are: [Cl:1][C:2]1[CH:3]=[C:4]([CH:8](O)[CH:9]([CH2:13][C:14]2[CH:19]=[CH:18][CH:17]=[C:16]([O:20][C:21]([F:26])([F:25])[CH:22]([F:24])[F:23])[CH:15]=2)C(O)=O)[CH:5]=[CH:6][CH:7]=1.C1(P(N=[N+]=[N-])(C2C=CC=CC=2)=[O:35])C=CC=CC=1.C([N:47]([CH2:50]C)CC)C.[OH2:52]. (4) Given the product [CH3:24][N:25]1[C:33]2[C:28](=[CH:29][C:30]([C:2]3[CH:3]=[C:4]4[N:10]([O:11][C:12]5[CH:17]=[CH:16][CH:15]=[CH:14][CH:13]=5)[CH:9]=[CH:8][C:5]4=[N:6][CH:7]=3)=[CH:31][CH:32]=2)[CH:27]=[CH:26]1, predict the reactants needed to synthesize it. The reactants are: Br[C:2]1[CH:3]=[C:4]2[N:10]([O:11][C:12]3[CH:17]=[CH:16][CH:15]=[CH:14][CH:13]=3)[CH:9]=[CH:8][C:5]2=[N:6][CH:7]=1.C([O-])([O-])=O.[K+].[K+].[CH3:24][N:25]1[C:33]2[C:28](=[CH:29][C:30](B(O)O)=[CH:31][CH:32]=2)[CH:27]=[CH:26]1. (5) Given the product [CH3:29][O:28][C:26]([C:21]1[CH:22]=[C:23]2[C:18](=[CH:19][CH:20]=1)[N:17]=[C:16]([C:13]1([CH3:7])[CH2:15][CH2:14]1)[CH:25]=[CH:24]2)=[O:27], predict the reactants needed to synthesize it. The reactants are: [I-].C[S+](C)(C)=O.[CH3:7]C(C)([O-])C.[K+].[C:13]([C:16]1[CH:25]=[CH:24][C:23]2[C:18](=[CH:19][CH:20]=[C:21]([C:26]([O:28][CH3:29])=[O:27])[CH:22]=2)[N:17]=1)([CH3:15])=[CH2:14]. (6) Given the product [Cl:18][C:19]1[CH:24]=[CH:23][C:22]([CH2:25][C:26]([NH:1][C:2]2[CH:11]=[CH:10][CH:9]=[C:8]3[C:3]=2[CH:4]=[CH:5][N:6]([CH:13]([CH2:14][OH:15])[CH2:16][OH:17])[C:7]3=[O:12])=[O:27])=[CH:21][C:20]=1[C:29]([F:30])([F:31])[F:32], predict the reactants needed to synthesize it. The reactants are: [NH2:1][C:2]1[CH:11]=[CH:10][CH:9]=[C:8]2[C:3]=1[CH:4]=[CH:5][N:6]([CH:13]([CH2:16][OH:17])[CH2:14][OH:15])[C:7]2=[O:12].[Cl:18][C:19]1[CH:24]=[CH:23][C:22]([CH2:25][C:26](O)=[O:27])=[CH:21][C:20]=1[C:29]([F:32])([F:31])[F:30].F[P-](F)(F)(F)(F)F.C[N+](C)=C(N(C)C)ON1C2N=CC=CC=2N=N1.C(N(CC)C(C)C)(C)C.[OH-].[Na+]. (7) Given the product [F:35][CH:2]([F:1])[O:3][C:4]1[N:9]=[C:8]([CH3:10])[C:7]([C:11]2[C:12]([CH3:33])=[C:13]([CH:30]=[CH:31][CH:32]=2)[CH2:14][NH:15][C:16]2[CH:29]=[CH:28][C:19]3[C@H:20]([CH2:23][C:24]([OH:26])=[O:25])[CH2:21][O:22][C:18]=3[CH:17]=2)=[C:6]([CH3:34])[N:5]=1, predict the reactants needed to synthesize it. The reactants are: [F:1][CH:2]([F:35])[O:3][C:4]1[N:9]=[C:8]([CH3:10])[C:7]([C:11]2[C:12]([CH3:33])=[C:13]([CH:30]=[CH:31][CH:32]=2)[CH2:14][NH:15][C:16]2[CH:29]=[CH:28][C:19]3[C@H:20]([CH2:23][C:24]([O:26]C)=[O:25])[CH2:21][O:22][C:18]=3[CH:17]=2)=[C:6]([CH3:34])[N:5]=1.[OH-].[Na+]. (8) Given the product [CH3:13][C:14]([CH3:18])([CH2:17][N:1]1[CH2:5][CH2:4][CH2:3][CH2:2]1)[CH2:15][OH:16], predict the reactants needed to synthesize it. The reactants are: [NH:1]1[CH2:5][CH2:4][CH2:3][CH2:2]1.C([O-])([O-])=O.[K+].[K+].Br[CH2:13][C:14]([CH3:18])([CH3:17])[CH2:15][OH:16]. (9) Given the product [F:16][C:14]1([F:17])[O:13][C:12]2[CH:18]=[CH:19][C:9]([NH:8][C:6]([C:5]3[CH:20]=[CH:21][CH:22]=[CH:23][C:4]=3[NH:3][CH2:25][C:26]3[CH:31]=[CH:30][N:29]=[C:28]([NH:32][C:33]([N:35]4[CH2:40][CH2:39][O:38][CH2:37][CH2:36]4)=[O:34])[CH:27]=3)=[O:7])=[CH:10][C:11]=2[O:15]1, predict the reactants needed to synthesize it. The reactants are: [I-].[Na+].[NH2:3][C:4]1[CH:23]=[CH:22][CH:21]=[CH:20][C:5]=1[C:6]([NH:8][C:9]1[CH:19]=[CH:18][C:12]2[O:13][C:14]([F:17])([F:16])[O:15][C:11]=2[CH:10]=1)=[O:7].Cl[CH2:25][C:26]1[CH:31]=[CH:30][N:29]=[C:28]([NH:32][C:33]([N:35]2[CH2:40][CH2:39][O:38][CH2:37][CH2:36]2)=[O:34])[CH:27]=1.